Dataset: Forward reaction prediction with 1.9M reactions from USPTO patents (1976-2016). Task: Predict the product of the given reaction. (1) Given the reactants [C:1]1([C:21]2[CH:26]=[CH:25][CH:24]=[CH:23][CH:22]=2)[CH:6]=[CH:5][C:4]([C:7]2[CH:8]=[C:9]3[C:13](=[CH:14][C:15]=2[Cl:16])[NH:12][CH:11]=[C:10]3[C:17]([O:19]C)=[O:18])=[CH:3][CH:2]=1.[OH-].[Na+].Cl, predict the reaction product. The product is: [C:1]1([C:21]2[CH:22]=[CH:23][CH:24]=[CH:25][CH:26]=2)[CH:6]=[CH:5][C:4]([C:7]2[CH:8]=[C:9]3[C:13](=[CH:14][C:15]=2[Cl:16])[NH:12][CH:11]=[C:10]3[C:17]([OH:19])=[O:18])=[CH:3][CH:2]=1. (2) Given the reactants [NH2:1][C:2]1[N:7]=[C:6]([NH:8][C@H:9]([C:11]2[N:16]=[C:15]3[CH:17]=[CH:18][N:19]([CH3:20])[C:14]3=[CH:13][C:12]=2[N:21]2[CH2:26][CH2:25][CH2:24][C@H:23]([N:27]3C(=O)C4C(=CC=CC=4)C3=O)[CH2:22]2)[CH3:10])[C:5]([C:38]#[N:39])=[C:4]([CH3:40])[N:3]=1.O.NN, predict the reaction product. The product is: [NH2:1][C:2]1[N:7]=[C:6]([NH:8][C@H:9]([C:11]2[N:16]=[C:15]3[CH:17]=[CH:18][N:19]([CH3:20])[C:14]3=[CH:13][C:12]=2[N:21]2[CH2:26][CH2:25][CH2:24][C@H:23]([NH2:27])[CH2:22]2)[CH3:10])[C:5]([C:38]#[N:39])=[C:4]([CH3:40])[N:3]=1. (3) Given the reactants [F:1][C:2]([F:48])([F:47])[O:3][C:4]1[CH:9]=[CH:8][C:7]([C:10]2[N:11]=[C:12]([O:22][CH:23]3[CH2:40][CH:39]4[N:25]([C:26](=[O:46])[N:27]([CH3:45])[CH2:28][CH2:29][CH2:30][CH2:31][CH:32]=[CH:33][CH:34]5[C:36]([C:42](O)=[O:43])([NH:37][C:38]4=[O:41])[CH2:35]5)[CH2:24]3)[C:13]3[C:18]([CH:19]=2)=[CH:17][C:16]([O:20][CH3:21])=[CH:15][CH:14]=3)=[CH:6][CH:5]=1.ClC1N=C(OC2CC3N(C(=O)N(C)CCCCC=CC4C(C([NH:84][S:85]([CH:88]5[CH2:90][CH2:89]5)(=[O:87])=[O:86])=O)(NC3=O)C4)C2)C2C(C=1)=CC(OC)=CC=2, predict the reaction product. The product is: [F:48][C:2]([F:47])([F:1])[O:3][C:4]1[CH:9]=[CH:8][C:7]([C:10]2[N:11]=[C:12]([O:22][CH:23]3[CH2:40][CH:39]4[N:25]([C:26](=[O:46])[N:27]([CH3:45])[CH2:28][CH2:29][CH2:30][CH2:31][CH:32]=[CH:33][CH:34]5[C:36]([C:42]([NH:84][S:85]([CH:88]6[CH2:90][CH2:89]6)(=[O:87])=[O:86])=[O:43])([NH:37][C:38]4=[O:41])[CH2:35]5)[CH2:24]3)[C:13]3[C:18]([CH:19]=2)=[CH:17][C:16]([O:20][CH3:21])=[CH:15][CH:14]=3)=[CH:6][CH:5]=1. (4) Given the reactants [C:1]([O:5][C:6](=[O:21])[CH2:7][CH2:8][CH2:9][O:10][C:11]1[CH:12]=[C:13]([CH:18]=[CH:19][CH:20]=1)[C:14]([O:16]C)=[O:15])([CH3:4])([CH3:3])[CH3:2].[OH-].[Na+], predict the reaction product. The product is: [C:1]([O:5][C:6](=[O:21])[CH2:7][CH2:8][CH2:9][O:10][C:11]1[CH:12]=[C:13]([CH:18]=[CH:19][CH:20]=1)[C:14]([OH:16])=[O:15])([CH3:4])([CH3:2])[CH3:3].